From a dataset of Reaction yield outcomes from USPTO patents with 853,638 reactions. Predict the reaction yield, written as a fraction of the theoretical maximum amount of product (1.0 means a 100% yield; for example, 0.34 means a 34% yield). (1) The reactants are [CH2:1]([CH:8]([C:13]([O:15][CH3:16])=[O:14])[C:9]([O:11][CH3:12])=[O:10])[CH2:2][CH2:3][CH2:4][CH2:5][CH:6]=[CH2:7].[H-].[Na+].[F:19][C:20]([F:32])([F:31])[C:21]([F:30])([F:29])[CH2:22][CH2:23][CH2:24][CH2:25][CH2:26][CH2:27]I.O. The catalyst is CS(C)=O.CCCCCC.C(OCC)(=O)C. The product is [CH2:1]([C:8]([CH2:27][CH2:26][CH2:25][CH2:24][CH2:23][CH2:22][C:21]([F:29])([F:30])[C:20]([F:19])([F:31])[F:32])([C:13]([O:15][CH3:16])=[O:14])[C:9]([O:11][CH3:12])=[O:10])[CH2:2][CH2:3][CH2:4][CH2:5][CH:6]=[CH2:7]. The yield is 0.988. (2) The reactants are O[Li].O.[Br:4][C:5]1[CH:6]=[C:7]([C:20]([O:22]C)=[O:21])[N:8]([CH2:10][C:11]([C:13]2[CH:18]=[CH:17][C:16]([Cl:19])=[CH:15][CH:14]=2)=[O:12])[CH:9]=1. The catalyst is C1COCC1. The product is [Br:4][C:5]1[CH:6]=[C:7]([C:20]([OH:22])=[O:21])[N:8]([CH2:10][C:11]([C:13]2[CH:18]=[CH:17][C:16]([Cl:19])=[CH:15][CH:14]=2)=[O:12])[CH:9]=1. The yield is 0.750. (3) The reactants are C(OC([N:11]1[CH2:23][CH2:22][C:21]2[C:20]3[C:15](=[CH:16][CH:17]=[CH:18][CH:19]=3)[NH:14][C:13]=2[CH:12]1[CH2:24][N:25]([C:41]([O:43][C:44]([CH3:47])([CH3:46])[CH3:45])=[O:42])[C@H:26]([C:33]([O:35][CH:36]1[CH2:40][CH2:39][CH2:38][CH2:37]1)=[O:34])[C:27]1[CH:32]=[CH:31][CH:30]=[CH:29][CH:28]=1)=O)C1C=CC=CC=1.[H][H]. The product is [CH:36]1([O:35][C:33](=[O:34])[C@@H:26]([N:25]([C:41]([O:43][C:44]([CH3:46])([CH3:45])[CH3:47])=[O:42])[CH2:24][CH:12]2[C:13]3[NH:14][C:15]4[C:20](=[CH:19][CH:18]=[CH:17][CH:16]=4)[C:21]=3[CH2:22][CH2:23][NH:11]2)[C:27]2[CH:32]=[CH:31][CH:30]=[CH:29][CH:28]=2)[CH2:40][CH2:39][CH2:38][CH2:37]1. The yield is 0.900. The catalyst is C(O)C.[Pd]. (4) The yield is 0.630. The catalyst is [C-]#N.[Zn+2].[C-]#N.C1C=CC([P]([Pd]([P](C2C=CC=CC=2)(C2C=CC=CC=2)C2C=CC=CC=2)([P](C2C=CC=CC=2)(C2C=CC=CC=2)C2C=CC=CC=2)[P](C2C=CC=CC=2)(C2C=CC=CC=2)C2C=CC=CC=2)(C2C=CC=CC=2)C2C=CC=CC=2)=CC=1. The product is [CH:22]([C:10]1[CH:9]=[C:8]([C:3]2[CH:4]=[CH:5][CH:6]=[CH:7][C:2]=2[C:25]#[N:26])[N:12]([S:13]([C:16]2[CH:17]=[N:18][CH:19]=[CH:20][CH:21]=2)(=[O:15])=[O:14])[CH:11]=1)=[O:23]. The reactants are Br[C:2]1[CH:7]=[CH:6][CH:5]=[CH:4][C:3]=1[C:8]1[N:12]([S:13]([C:16]2[CH:17]=[N:18][CH:19]=[CH:20][CH:21]=2)(=[O:15])=[O:14])[CH:11]=[C:10]([CH:22]=[O:23])[CH:9]=1.O.[CH3:25][N:26](C)C=O. (5) The reactants are [NH:1]1[CH2:5][CH2:4][CH2:3][CH2:2]1.Cl[CH2:7][C:8]#[C:9][CH2:10][OH:11]. The catalyst is C1(C)C=CC=CC=1. The product is [N:1]1([CH2:7][C:8]#[C:9][CH2:10][OH:11])[CH2:5][CH2:4][CH2:3][CH2:2]1. The yield is 0.690. (6) The reactants are [F:1][C:2]1[CH:3]=[CH:4][C:5]2[O:10][CH2:9][C:8](=[O:11])[N:7]([CH2:12][C@H:13]([CH3:16])[CH2:14]I)[C:6]=2[CH:17]=1.[CH2:18]([CH:22]1[CH2:28][CH:27]2[NH:29][CH:24]([CH2:25][CH2:26]2)[CH2:23]1)[CH2:19][CH2:20][CH3:21]. The catalyst is CCCCCCC.CCOC(C)=O. The product is [CH2:18]([CH:22]1[CH2:23][CH:24]2[N:29]([CH2:14][C@@H:13]([CH3:16])[CH2:12][N:7]3[C:6]4[CH:17]=[C:2]([F:1])[CH:3]=[CH:4][C:5]=4[O:10][CH2:9][C:8]3=[O:11])[CH:27]([CH2:26][CH2:25]2)[CH2:28]1)[CH2:19][CH2:20][CH3:21]. The yield is 0.580.